From a dataset of Reaction yield outcomes from USPTO patents with 853,638 reactions. Predict the reaction yield, written as a fraction of the theoretical maximum amount of product (1.0 means a 100% yield; for example, 0.34 means a 34% yield). (1) The reactants are [CH2:1]([O:5][C:6](=[O:25])[C:7]1[CH:12]=[C:11]([S:13](=[O:16])(=[O:15])[NH2:14])[C:10]([O:17][C:18]2[CH:23]=[CH:22][CH:21]=[CH:20][CH:19]=2)=[C:9]([NH2:24])[CH:8]=1)[CH2:2][CH2:3][CH3:4].[CH:26](=O)[CH2:27][CH2:28][CH3:29].[BH-](OC(C)=O)(OC(C)=O)OC(C)=O.[Na+]. The catalyst is ClCCl. The product is [CH2:1]([O:5][C:6](=[O:25])[C:7]1[CH:12]=[C:11]([S:13](=[O:16])(=[O:15])[NH2:14])[C:10]([O:17][C:18]2[CH:19]=[CH:20][CH:21]=[CH:22][CH:23]=2)=[C:9]([NH:24][CH2:26][CH2:27][CH2:28][CH3:29])[CH:8]=1)[CH2:2][CH2:3][CH3:4]. The yield is 0.740. (2) The reactants are [C:1]([C:3]1[CH:8]=[CH:7][C:6]([C:9]2[CH:10]=[N:11][N:12]([C:16]3[CH:24]=[CH:23][C:19]([C:20]([OH:22])=O)=[CH:18][N:17]=3)[C:13]=2[O:14][CH3:15])=[C:5]([CH3:25])[C:4]=1[F:26])#[N:2].C1C=C2N=NN(O)C2=CC=1.O.Cl.C(N=C=NCCCN(C)C)C.C(N(C(C)C)C(C)C)C.[CH2:59]([N:61]1[CH2:66][CH2:65][NH:64][CH2:63][CH2:62]1)[CH3:60]. The catalyst is CN(C=O)C. The product is [CH2:59]([N:61]1[CH2:66][CH2:65][N:64]([C:20]([C:19]2[CH:23]=[CH:24][C:16]([N:12]3[C:13]([O:14][CH3:15])=[C:9]([C:6]4[CH:7]=[CH:8][C:3]([C:1]#[N:2])=[C:4]([F:26])[C:5]=4[CH3:25])[CH:10]=[N:11]3)=[N:17][CH:18]=2)=[O:22])[CH2:63][CH2:62]1)[CH3:60]. The yield is 0.520. (3) The reactants are [C:1]([O:5][CH:6]([C:12]1[C:16]([C:17]2[CH2:22][CH2:21][C:20]([CH3:24])([CH3:23])[CH2:19][CH:18]=2)=[C:15](B2OC(C)(C)C(C)(C)O2)[S:14][C:13]=1[CH3:34])[C:7]([O:9][CH2:10][CH3:11])=[O:8])([CH3:4])([CH3:3])[CH3:2].Br[C:36]1[CH:41]=[CH:40][CH:39]=[CH:38][N:37]=1.C(=O)([O-])[O-].[K+].[K+]. The catalyst is O1CCCC1.O.C1C=CC([P]([Pd]([P](C2C=CC=CC=2)(C2C=CC=CC=2)C2C=CC=CC=2)([P](C2C=CC=CC=2)(C2C=CC=CC=2)C2C=CC=CC=2)[P](C2C=CC=CC=2)(C2C=CC=CC=2)C2C=CC=CC=2)(C2C=CC=CC=2)C2C=CC=CC=2)=CC=1. The product is [C:1]([O:5][CH:6]([C:12]1[C:16]([C:17]2[CH2:22][CH2:21][C:20]([CH3:24])([CH3:23])[CH2:19][CH:18]=2)=[C:15]([C:36]2[CH:41]=[CH:40][CH:39]=[CH:38][N:37]=2)[S:14][C:13]=1[CH3:34])[C:7]([O:9][CH2:10][CH3:11])=[O:8])([CH3:4])([CH3:2])[CH3:3]. The yield is 0.780. (4) The reactants are [CH:1]1([C:4]([NH:6][C:7]2[S:8][C:9]3[C:15]([C:16]([O:18]C)=[O:17])=[C:14]([O:20][C:21]4[CH:26]=[CH:25][C:24]([F:27])=[C:23]([NH:28][C:29](=[O:41])[CH2:30][C:31]5[CH:36]=[CH:35][CH:34]=[C:33]([C:37]([F:40])([F:39])[F:38])[CH:32]=5)[CH:22]=4)[CH:13]=[CH:12][C:10]=3[N:11]=2)=[O:5])[CH2:3][CH2:2]1.CO.O.[OH-].[Li+].Cl. The catalyst is O1CCCC1.O. The product is [CH:1]1([C:4]([NH:6][C:7]2[S:8][C:9]3[C:15]([C:16]([OH:18])=[O:17])=[C:14]([O:20][C:21]4[CH:26]=[CH:25][C:24]([F:27])=[C:23]([NH:28][C:29](=[O:41])[CH2:30][C:31]5[CH:36]=[CH:35][CH:34]=[C:33]([C:37]([F:40])([F:39])[F:38])[CH:32]=5)[CH:22]=4)[CH:13]=[CH:12][C:10]=3[N:11]=2)=[O:5])[CH2:3][CH2:2]1. The yield is 0.830. (5) The reactants are [CH3:1][C:2]1[C:11]2[C:6](=[CH:7][CH:8]=[CH:9][CH:10]=2)[CH:5]=[CH:4][CH:3]=1.[Br:12]N1C(=O)CCC1=O.C(OOC(=O)C1C=CC=CC=1)(=O)C1C=CC=CC=1. The catalyst is C(Cl)(Cl)(Cl)Cl. The product is [Br:12][CH2:1][C:2]1[C:11]2[C:6](=[CH:7][CH:8]=[CH:9][CH:10]=2)[CH:5]=[CH:4][CH:3]=1. The yield is 0.940. (6) The reactants are Br[C:2]1[CH:7]=[CH:6][C:5]([F:8])=[CH:4][N:3]=1.Br[C:10]([F:17])([F:16])[C:11]([O:13][CH2:14][CH3:15])=[O:12].O.O.O.P([O-])([O-])(O)=O.[K+].[K+]. The catalyst is CS(C)=O.O. The product is [F:16][C:10]([F:17])([C:2]1[CH:7]=[CH:6][C:5]([F:8])=[CH:4][N:3]=1)[C:11]([O:13][CH2:14][CH3:15])=[O:12]. The yield is 0.760.